Dataset: hERG potassium channel inhibition data for cardiac toxicity prediction from Karim et al.. Task: Regression/Classification. Given a drug SMILES string, predict its toxicity properties. Task type varies by dataset: regression for continuous values (e.g., LD50, hERG inhibition percentage) or binary classification for toxic/non-toxic outcomes (e.g., AMES mutagenicity, cardiotoxicity, hepatotoxicity). Dataset: herg_karim. The compound is CCCCC(=O)O[C@@H](C(=O)N1N=CC[C@H]1C(=O)NCc1cc(Cl)ccc1-n1cnnn1)c1ccc(F)cc1. The result is 0 (non-blocker).